This data is from Full USPTO retrosynthesis dataset with 1.9M reactions from patents (1976-2016). The task is: Predict the reactants needed to synthesize the given product. (1) Given the product [O:13]=[C:11]1[CH2:12][N:8]([C:6]([O:5][C:1]([CH3:4])([CH3:2])[CH3:3])=[O:7])[C@H:9]([C:14]([O:16][CH3:19])=[O:15])[CH2:10]1, predict the reactants needed to synthesize it. The reactants are: [C:1]([O:5][C:6]([N:8]1[CH2:12][C:11](=[O:13])[CH2:10][C@H:9]1[C:14]([OH:16])=[O:15])=[O:7])([CH3:4])([CH3:3])[CH3:2].CO.[CH3:19][Si](C=[N+]=[N-])(C)C. (2) Given the product [C:70]([O:69][C:68](=[O:74])[NH:67][CH2:66][CH2:65][O:64][CH2:63][CH2:62][O:61][CH2:60][CH2:59][O:58][CH2:57][CH2:56][O:55][CH2:54][CH2:53][O:52][CH2:51][CH2:50][O:49][CH2:48][CH2:47][O:46][CH2:45][CH2:44][O:43][CH2:42][CH2:41][O:19][C:16]1[CH:17]=[CH:18][C:13]2[N:12]3[C:20]([CH3:23])=[N:21][N:22]=[C:11]3[C@H:10]([CH2:24][C:25]([NH:27][CH2:28][CH3:29])=[O:26])[N:9]=[C:8]([C:5]3[CH:6]=[CH:7][C:2]([Cl:1])=[CH:3][CH:4]=3)[C:14]=2[CH:15]=1)([CH3:73])([CH3:72])[CH3:71], predict the reactants needed to synthesize it. The reactants are: [Cl:1][C:2]1[CH:7]=[CH:6][C:5]([C:8]2[C:14]3[CH:15]=[C:16]([OH:19])[CH:17]=[CH:18][C:13]=3[N:12]3[C:20]([CH3:23])=[N:21][N:22]=[C:11]3[C@H:10]([CH2:24][C:25]([NH:27][CH2:28][CH3:29])=[O:26])[N:9]=2)=[CH:4][CH:3]=1.C(=O)([O-])[O-].[K+].[K+].CS(O[CH2:41][CH2:42][O:43][CH2:44][CH2:45][O:46][CH2:47][CH2:48][O:49][CH2:50][CH2:51][O:52][CH2:53][CH2:54][O:55][CH2:56][CH2:57][O:58][CH2:59][CH2:60][O:61][CH2:62][CH2:63][O:64][CH2:65][CH2:66][NH:67][C:68](=[O:74])[O:69][C:70]([CH3:73])([CH3:72])[CH3:71])(=O)=O. (3) The reactants are: CN([CH:4]=[O:5])C.O=P(Cl)(Cl)Cl.[CH2:11]([N:18]1[CH:22]=[C:21]([CH3:23])[C:20]([C:24]2[CH:29]=[CH:28][C:27]([Cl:30])=[CH:26][CH:25]=2)=[C:19]1[C:31]([N:33]1[CH2:38][CH2:37][O:36][CH2:35][CH2:34]1)=[O:32])[C:12]1[CH:17]=[CH:16][CH:15]=[CH:14][CH:13]=1.C1C=NC2N(O)N=NC=2C=1. Given the product [CH2:11]([N:18]1[C:19]([C:31]([N:33]2[CH2:34][CH2:35][O:36][CH2:37][CH2:38]2)=[O:32])=[C:20]([C:24]2[CH:25]=[CH:26][C:27]([Cl:30])=[CH:28][CH:29]=2)[C:21]([CH3:23])=[C:22]1[CH:4]=[O:5])[C:12]1[CH:13]=[CH:14][CH:15]=[CH:16][CH:17]=1, predict the reactants needed to synthesize it. (4) Given the product [Cl:41][C:25]1[C:26]([NH:28][C:29]2[CH:34]=[CH:33][CH:32]=[CH:31][C:30]=2[S:35]([N:38]([CH3:40])[CH3:39])(=[O:37])=[O:36])=[N:27][C:22]([NH:20][C:4]2[CH:5]=[CH:6][C:7]3[CH2:13][CH2:12][CH:11]([NH:14][CH2:15][C:16]([F:18])([F:17])[F:19])[CH2:10][CH2:9][C:8]=3[C:3]=2[O:2][CH3:1])=[N:23][CH:24]=1, predict the reactants needed to synthesize it. The reactants are: [CH3:1][O:2][C:3]1[C:8]2[CH2:9][CH2:10][CH:11]([NH:14][CH2:15][C:16]([F:19])([F:18])[F:17])[CH2:12][CH2:13][C:7]=2[CH:6]=[CH:5][C:4]=1[NH2:20].Cl[C:22]1[N:27]=[C:26]([NH:28][C:29]2[CH:34]=[CH:33][CH:32]=[CH:31][C:30]=2[S:35]([N:38]([CH3:40])[CH3:39])(=[O:37])=[O:36])[C:25]([Cl:41])=[CH:24][N:23]=1. (5) Given the product [Cl:1][C:2]1[C:7]([F:8])=[CH:6][CH:5]=[C:4]([Cl:9])[C:3]=1[CH:10]([C:12]1[C:20]2[C:15](=[N:16][CH:17]=[C:18]([C:21]3[CH2:22][CH2:23][N:24]([S:27]([NH2:30])(=[O:29])=[O:28])[CH2:25][CH:26]=3)[CH:19]=2)[NH:14][CH:13]=1)[CH3:11], predict the reactants needed to synthesize it. The reactants are: [Cl:1][C:2]1[C:7]([F:8])=[CH:6][CH:5]=[C:4]([Cl:9])[C:3]=1[CH:10]([C:12]1[C:20]2[C:15](=[N:16][CH:17]=[C:18]([C:21]3[CH2:22][CH2:23][NH:24][CH2:25][CH:26]=3)[CH:19]=2)[NH:14][CH:13]=1)[CH3:11].[S:27](N)([NH2:30])(=[O:29])=[O:28].